From a dataset of Catalyst prediction with 721,799 reactions and 888 catalyst types from USPTO. Predict which catalyst facilitates the given reaction. (1) Reactant: Cl[C:2]1[CH:9]=[CH:8][C:5]([CH:6]=[O:7])=[C:4]([OH:10])[N:3]=1.[CH3:11][C@H:12]1[CH2:17][NH:16][CH2:15][C@@H:14]([CH3:18])[NH:13]1. The catalyst class is: 16. Product: [CH3:11][C@H:12]1[NH:13][C@@H:14]([CH3:18])[CH2:15][N:16]([C:2]2[CH:9]=[CH:8][C:5]([CH:6]=[O:7])=[C:4]([OH:10])[N:3]=2)[CH2:17]1. (2) Reactant: [CH:1]1[C:10]2[C:5](=[CH:6][CH:7]=[CH:8][CH:9]=2)[CH:4]=[CH:3][C:2]=1[C:11]1[CH2:17][CH:16]2[NH:18][CH:13]([CH2:14][CH2:15]2)[CH:12]=1. Product: [CH:1]1[C:10]2[C:5](=[CH:6][CH:7]=[CH:8][CH:9]=2)[CH:4]=[CH:3][C:2]=1[CH:11]1[CH2:17][CH:16]2[NH:18][CH:13]([CH2:14][CH2:15]2)[CH2:12]1. The catalyst class is: 99. (3) Reactant: Cl[C:2]1[N:7]=[C:6]([O:8][C:9]2[CH:35]=[CH:34][CH:33]=[CH:32][C:10]=2[CH2:11][NH:12][C:13]([NH:15][C:16]2[N:20]([C:21]3[CH:26]=[CH:25][C:24]([CH3:27])=[CH:23][CH:22]=3)[N:19]=[C:18]([C:28]([CH3:31])([CH3:30])[CH3:29])[CH:17]=2)=[O:14])[CH:5]=[CH:4][N:3]=1.C(=O)([O-])[O-].[Na+].[Na+].[CH3:42][N:43]([CH3:48])[CH2:44][CH2:45][CH2:46][NH2:47]. Product: [CH3:42][N:43]([CH3:48])[CH2:44][CH2:45][CH2:46][NH:47][C:2]1[N:7]=[C:6]([O:8][C:9]2[CH:35]=[CH:34][CH:33]=[CH:32][C:10]=2[CH2:11][NH:12][C:13]([NH:15][C:16]2[N:20]([C:21]3[CH:26]=[CH:25][C:24]([CH3:27])=[CH:23][CH:22]=3)[N:19]=[C:18]([C:28]([CH3:30])([CH3:31])[CH3:29])[CH:17]=2)=[O:14])[CH:5]=[CH:4][N:3]=1. The catalyst class is: 8. (4) Reactant: [Br:1][C:2]1[CH:7]=[CH:6][C:5]([C:8]2[NH:9][C:10]([C:13]([F:16])([F:15])[F:14])=[CH:11][N:12]=2)=[CH:4][CH:3]=1.[CH2:17](Br)[C:18]1[CH:23]=[CH:22][CH:21]=[CH:20][CH:19]=1.C(=O)([O-])[O-].[K+].[K+].CN(C)C=O. Product: [CH2:17]([N:12]1[CH:11]=[C:10]([C:13]([F:14])([F:16])[F:15])[N:9]=[C:8]1[C:5]1[CH:4]=[CH:3][C:2]([Br:1])=[CH:7][CH:6]=1)[C:18]1[CH:23]=[CH:22][CH:21]=[CH:20][CH:19]=1. The catalyst class is: 316. (5) Reactant: C([BH3-])#N.[Na+].[C:5]([O:9][C:10]([NH:12][N:13]=[C:14]1[CH2:18][CH2:17][CH2:16][CH2:15]1)=[O:11])([CH3:8])([CH3:7])[CH3:6].[OH-].[Na+]. Product: [C:5]([O:9][C:10]([NH:12][NH:13][CH:14]1[CH2:15][CH2:16][CH2:17][CH2:18]1)=[O:11])([CH3:8])([CH3:6])[CH3:7]. The catalyst class is: 404.